Predict the product of the given reaction. From a dataset of Forward reaction prediction with 1.9M reactions from USPTO patents (1976-2016). Given the reactants Br[C:2]1[CH:16]=[CH:15][C:5]([O:6][CH2:7][CH2:8][N:9]2[CH2:14][CH2:13][CH2:12][CH2:11][CH2:10]2)=[C:4]([F:17])[CH:3]=1.[B:18]1([B:18]2[O:22][C:21]([CH3:24])([CH3:23])[C:20]([CH3:26])([CH3:25])[O:19]2)[O:22][C:21]([CH3:24])([CH3:23])[C:20]([CH3:26])([CH3:25])[O:19]1.C([O-])(=O)C.[K+], predict the reaction product. The product is: [F:17][C:4]1[CH:3]=[C:2]([B:18]2[O:22][C:21]([CH3:24])([CH3:23])[C:20]([CH3:26])([CH3:25])[O:19]2)[CH:16]=[CH:15][C:5]=1[O:6][CH2:7][CH2:8][N:9]1[CH2:14][CH2:13][CH2:12][CH2:11][CH2:10]1.